From a dataset of Reaction yield outcomes from USPTO patents with 853,638 reactions. Predict the reaction yield, written as a fraction of the theoretical maximum amount of product (1.0 means a 100% yield; for example, 0.34 means a 34% yield). (1) The reactants are Br[C:2]1[CH:7]=[CH:6][C:5]([S:8]([NH:11][CH3:12])(=[O:10])=[O:9])=[CH:4][CH:3]=1.[B:13](OC(C)C)([O:18]C(C)C)[O:14]C(C)C.[Li]CCCC.Cl. The catalyst is C1COCC1. The product is [CH3:12][NH:11][S:8]([C:5]1[CH:6]=[CH:7][C:2]([B:13]([OH:18])[OH:14])=[CH:3][CH:4]=1)(=[O:10])=[O:9]. The yield is 0.960. (2) The reactants are [F:1][C:2]([F:14])([F:13])[C:3]1[CH:8]=[CH:7][CH:6]=[CH:5][C:4]=1[CH2:9][C:10]([OH:12])=O.[F:15][C:16]1[CH:21]=[CH:20][C:19]([N:22]2[C:30]3[CH2:29][CH2:28][CH2:27][NH:26][C:25]=3[CH:24]=[N:23]2)=[CH:18][CH:17]=1. No catalyst specified. The product is [F:15][C:16]1[CH:17]=[CH:18][C:19]([N:22]2[C:30]3[CH2:29][CH2:28][CH2:27][N:26]([C:10](=[O:12])[CH2:9][C:4]4[CH:5]=[CH:6][CH:7]=[CH:8][C:3]=4[C:2]([F:1])([F:14])[F:13])[C:25]=3[CH:24]=[N:23]2)=[CH:20][CH:21]=1. The yield is 0.590. (3) The reactants are CC(OI1(OC(C)=O)(OC(C)=O)OC(=O)C2C=CC=CC1=2)=O.[CH:23]1([CH2:29][CH2:30][CH2:31][CH2:32][OH:33])[CH2:28][CH2:27][CH2:26][CH2:25][CH2:24]1.C(OCC)C.[OH-].[Na+]. The catalyst is ClCCl. The product is [CH:23]1([CH2:29][CH2:30][CH2:31][CH:32]=[O:33])[CH2:28][CH2:27][CH2:26][CH2:25][CH2:24]1. The yield is 0.900. (4) The reactants are [C:1]([C:3]1[CH:4]=[C:5]([CH:9]=[CH:10][CH:11]=1)[C:6]([OH:8])=O)#[N:2].ON1C2C=CC=CC=2N=N1.C1(N=C=NC2CCCCC2)CCCCC1.[NH:37]([C:39]1[CH:48]=[CH:47][C:42]([C:43]([O:45][CH3:46])=[O:44])=[CH:41][CH:40]=1)[NH2:38]. The catalyst is ClCCl.C1COCC1. The product is [C:1]([C:3]1[CH:4]=[C:5]([CH:9]=[CH:10][CH:11]=1)[C:6]([NH:38][NH:37][C:39]1[CH:40]=[CH:41][C:42]([C:43]([O:45][CH3:46])=[O:44])=[CH:47][CH:48]=1)=[O:8])#[N:2]. The yield is 0.610.